This data is from Reaction yield outcomes from USPTO patents with 853,638 reactions. The task is: Predict the reaction yield, written as a fraction of the theoretical maximum amount of product (1.0 means a 100% yield; for example, 0.34 means a 34% yield). (1) The reactants are C[C:2]1([OH:7])CCCC1.ClC(OC1C=CC([N+]([O-])=O)=CC=1)=O.[C:21](=[O:40])([O:30][C:31]1[CH:36]=[CH:35][C:34]([N+:37]([O-:39])=[O:38])=[CH:33][CH:32]=1)[O:22][C:23]([CH3:29])([CH2:25][CH2:26]OC)[CH3:24]. The catalyst is C(Cl)Cl. The product is [C:21](=[O:40])([O:30][C:31]1[CH:32]=[CH:33][C:34]([N+:37]([O-:39])=[O:38])=[CH:35][CH:36]=1)[O:22][C:23]([CH3:24])([CH2:25][CH3:26])[CH2:29][O:7][CH3:2]. The yield is 0.650. (2) The reactants are [OH:1][C:2]1[C:6]([CH3:8])([CH3:7])[O:5][C:4](=[O:9])[CH:3]=1.C(N(CC)CC)C.[O:17](S(C(F)(F)F)(=O)=O)[S:18]([C:21]([F:24])([F:23])[F:22])(=O)=[O:19]. The catalyst is C(Cl)Cl. The product is [F:22][C:21]([F:24])([F:23])[S:18]([O:1][C:2]1[C:6]([CH3:8])([CH3:7])[O:5][C:4](=[O:9])[CH:3]=1)(=[O:19])=[O:17]. The yield is 0.890. (3) The catalyst is ClCCl. The yield is 0.930. The reactants are [CH3:1][CH:2]([O:4][C@H:5]1[CH2:10][CH2:9][C@H:8]([N:11]2[CH2:16][CH2:15][CH:14]([NH:17]C(=O)OC(C)(C)C)[CH2:13][CH2:12]2)[CH2:7][CH2:6]1)[CH3:3].[ClH:25].O1CCOCC1. The product is [ClH:25].[ClH:25].[CH3:3][CH:2]([O:4][C@H:5]1[CH2:6][CH2:7][C@H:8]([N:11]2[CH2:12][CH2:13][CH:14]([NH2:17])[CH2:15][CH2:16]2)[CH2:9][CH2:10]1)[CH3:1]. (4) The reactants are Cl[C:2]1[N:7]=[C:6]([NH:8][C:9]([C:11]2([C:14]3[CH:24]=[CH:23][C:17]4[O:18][C:19]([F:22])([F:21])[O:20][C:16]=4[CH:15]=3)[CH2:13][CH2:12]2)=[O:10])[CH:5]=[CH:4][C:3]=1[CH3:25].[CH3:26][O:27][C:28]1[CH:33]=[C:32](B2OC(C)(C)C(C)(C)O2)[CH:31]=[C:30]([CH3:43])[N:29]=1.C([O-])([O-])=O.[Na+].[Na+]. The catalyst is COCCOC.C(OCC)(=O)C.C1C=CC([P]([Pd]([P](C2C=CC=CC=2)(C2C=CC=CC=2)C2C=CC=CC=2)([P](C2C=CC=CC=2)(C2C=CC=CC=2)C2C=CC=CC=2)[P](C2C=CC=CC=2)(C2C=CC=CC=2)C2C=CC=CC=2)(C2C=CC=CC=2)C2C=CC=CC=2)=CC=1. The product is [F:21][C:19]1([F:22])[O:18][C:17]2[CH:23]=[CH:24][C:14]([C:11]3([C:9]([NH:8][C:6]4[N:7]=[C:2]([C:32]5[CH:31]=[C:30]([CH3:43])[N:29]=[C:28]([O:27][CH3:26])[CH:33]=5)[C:3]([CH3:25])=[CH:4][CH:5]=4)=[O:10])[CH2:13][CH2:12]3)=[CH:15][C:16]=2[O:20]1. The yield is 0.865. (5) The reactants are [C:1]([C:3]1[CH:4]=[CH:5][C:6]([O:19][CH3:20])=[C:7]([CH:18]=1)[C:8]([NH:10][C:11]1[CH:16]=[CH:15][C:14]([Cl:17])=[CH:13][CH:12]=1)=[O:9])#[N:2].OO.C(=O)([O-])[O-:24].[K+].[K+].O. The catalyst is CS(C)=O. The product is [Cl:17][C:14]1[CH:15]=[CH:16][C:11]([NH:10][C:8](=[O:9])[C:7]2[CH:18]=[C:3]([CH:4]=[CH:5][C:6]=2[O:19][CH3:20])[C:1]([NH2:2])=[O:24])=[CH:12][CH:13]=1. The yield is 0.990. (6) The reactants are C([O:4][C:5]1[C:10]([CH2:11][C@H:12]([O:15]C(=O)C)[CH2:13][Br:14])=[CH:9][C:8]([F:19])=[CH:7][C:6]=1[C:20]1[C:25]([Cl:26])=[CH:24][CH:23]=[CH:22][C:21]=1[Cl:27])(=O)C.BrC[C@@H](O)CC1C=C(F)C=CC=1O. No catalyst specified. The product is [Br:14][CH2:13][C@@H:12]([OH:15])[CH2:11][C:10]1[CH:9]=[C:8]([F:19])[CH:7]=[C:6]([C:20]2[C:21]([Cl:27])=[CH:22][CH:23]=[CH:24][C:25]=2[Cl:26])[C:5]=1[OH:4]. The yield is 0.990. (7) The reactants are [CH3:1][N:2]1[CH2:7][CH2:6][N:5]([CH2:8][CH2:9][C:10]2[CH:15]=[CH:14][C:13]([N+:16]([O-])=O)=[C:12]([O:19][CH3:20])[CH:11]=2)[CH2:4][CH2:3]1. The product is [CH3:20][O:19][C:12]1[CH:11]=[C:10]([CH2:9][CH2:8][N:5]2[CH2:6][CH2:7][N:2]([CH3:1])[CH2:3][CH2:4]2)[CH:15]=[CH:14][C:13]=1[NH2:16]. The yield is 0.860. The catalyst is CCOC(C)=O.CO.